Dataset: NCI-60 drug combinations with 297,098 pairs across 59 cell lines. Task: Regression. Given two drug SMILES strings and cell line genomic features, predict the synergy score measuring deviation from expected non-interaction effect. (1) Drug 1: CN1CCC(CC1)COC2=C(C=C3C(=C2)N=CN=C3NC4=C(C=C(C=C4)Br)F)OC. Drug 2: CS(=O)(=O)C1=CC(=C(C=C1)C(=O)NC2=CC(=C(C=C2)Cl)C3=CC=CC=N3)Cl. Cell line: SNB-19. Synergy scores: CSS=2.31, Synergy_ZIP=-1.03, Synergy_Bliss=-0.000350, Synergy_Loewe=-2.98, Synergy_HSA=-0.879. (2) Drug 2: CC1=C2C(C(=O)C3(C(CC4C(C3C(C(C2(C)C)(CC1OC(=O)C(C(C5=CC=CC=C5)NC(=O)OC(C)(C)C)O)O)OC(=O)C6=CC=CC=C6)(CO4)OC(=O)C)OC)C)OC. Drug 1: CS(=O)(=O)C1=CC(=C(C=C1)C(=O)NC2=CC(=C(C=C2)Cl)C3=CC=CC=N3)Cl. Synergy scores: CSS=84.1, Synergy_ZIP=23.1, Synergy_Bliss=21.3, Synergy_Loewe=-18.6, Synergy_HSA=22.8. Cell line: HCT-15. (3) Drug 1: CC1C(C(CC(O1)OC2CC(OC(C2O)C)OC3=CC4=CC5=C(C(=O)C(C(C5)C(C(=O)C(C(C)O)O)OC)OC6CC(C(C(O6)C)O)OC7CC(C(C(O7)C)O)OC8CC(C(C(O8)C)O)(C)O)C(=C4C(=C3C)O)O)O)O. Drug 2: N.N.Cl[Pt+2]Cl. Cell line: 786-0. Synergy scores: CSS=67.1, Synergy_ZIP=-1.05, Synergy_Bliss=-1.35, Synergy_Loewe=-2.17, Synergy_HSA=-0.00914. (4) Drug 1: CC1C(C(CC(O1)OC2CC(OC(C2O)C)OC3=CC4=CC5=C(C(=O)C(C(C5)C(C(=O)C(C(C)O)O)OC)OC6CC(C(C(O6)C)O)OC7CC(C(C(O7)C)O)OC8CC(C(C(O8)C)O)(C)O)C(=C4C(=C3C)O)O)O)O. Drug 2: C1CNP(=O)(OC1)N(CCCl)CCCl. Cell line: A498. Synergy scores: CSS=10.3, Synergy_ZIP=0.259, Synergy_Bliss=-0.402, Synergy_Loewe=-51.1, Synergy_HSA=-0.168. (5) Drug 1: C1CCN(CC1)CCOC2=CC=C(C=C2)C(=O)C3=C(SC4=C3C=CC(=C4)O)C5=CC=C(C=C5)O. Drug 2: C1CCC(C(C1)N)N.C(=O)(C(=O)[O-])[O-].[Pt+4]. Cell line: SF-295. Synergy scores: CSS=15.4, Synergy_ZIP=-4.24, Synergy_Bliss=2.67, Synergy_Loewe=-4.24, Synergy_HSA=1.39. (6) Synergy scores: CSS=34.9, Synergy_ZIP=6.85, Synergy_Bliss=6.95, Synergy_Loewe=-38.3, Synergy_HSA=1.69. Cell line: KM12. Drug 2: CC1C(C(CC(O1)OC2CC(CC3=C2C(=C4C(=C3O)C(=O)C5=C(C4=O)C(=CC=C5)OC)O)(C(=O)CO)O)N)O.Cl. Drug 1: C1CNP(=O)(OC1)N(CCCl)CCCl. (7) Drug 1: CS(=O)(=O)C1=CC(=C(C=C1)C(=O)NC2=CC(=C(C=C2)Cl)C3=CC=CC=N3)Cl. Drug 2: CN(C(=O)NC(C=O)C(C(C(CO)O)O)O)N=O. Cell line: U251. Synergy scores: CSS=7.77, Synergy_ZIP=-0.958, Synergy_Bliss=-0.0554, Synergy_Loewe=-2.56, Synergy_HSA=-0.591. (8) Drug 1: CC=C1C(=O)NC(C(=O)OC2CC(=O)NC(C(=O)NC(CSSCCC=C2)C(=O)N1)C(C)C)C(C)C. Drug 2: C1CC(=O)NC(=O)C1N2C(=O)C3=CC=CC=C3C2=O. Cell line: T-47D. Synergy scores: CSS=34.2, Synergy_ZIP=6.34, Synergy_Bliss=2.74, Synergy_Loewe=-42.5, Synergy_HSA=-1.60. (9) Drug 1: CNC(=O)C1=CC=CC=C1SC2=CC3=C(C=C2)C(=NN3)C=CC4=CC=CC=N4. Drug 2: COC1=NC(=NC2=C1N=CN2C3C(C(C(O3)CO)O)O)N. Cell line: SNB-19. Synergy scores: CSS=3.35, Synergy_ZIP=2.11, Synergy_Bliss=4.77, Synergy_Loewe=-2.45, Synergy_HSA=1.12. (10) Drug 1: CC1CCC2CC(C(=CC=CC=CC(CC(C(=O)C(C(C(=CC(C(=O)CC(OC(=O)C3CCCCN3C(=O)C(=O)C1(O2)O)C(C)CC4CCC(C(C4)OC)OP(=O)(C)C)C)C)O)OC)C)C)C)OC. Drug 2: CC(C)(C#N)C1=CC=C(C=C1)N2C3=C4C=C(C=CC4=NC=C3N(C2=O)C)C5=CC6=CC=CC=C6N=C5. Cell line: NCI-H460. Synergy scores: CSS=44.4, Synergy_ZIP=10.9, Synergy_Bliss=9.60, Synergy_Loewe=12.9, Synergy_HSA=12.6.